From a dataset of Peptide-MHC class I binding affinity with 185,985 pairs from IEDB/IMGT. Regression. Given a peptide amino acid sequence and an MHC pseudo amino acid sequence, predict their binding affinity value. This is MHC class I binding data. (1) The binding affinity (normalized) is 0.308. The peptide sequence is EVVDMLSTYL. The MHC is HLA-A02:01 with pseudo-sequence HLA-A02:01. (2) The peptide sequence is FSAVISGSV. The MHC is HLA-A02:03 with pseudo-sequence HLA-A02:03. The binding affinity (normalized) is 0.117.